This data is from Reaction yield outcomes from USPTO patents with 853,638 reactions. The task is: Predict the reaction yield, written as a fraction of the theoretical maximum amount of product (1.0 means a 100% yield; for example, 0.34 means a 34% yield). (1) The reactants are Cl[CH2:2][C:3]1[NH:7][N:6]=[C:5]([C:8]2[CH:13]=[CH:12][C:11]([C:14]3[N:19]=[C:18]4[N:20]([CH2:24][CH2:25][CH:26]5[CH2:31][CH2:30][O:29][CH2:28][CH2:27]5)[C:21](=[O:23])[NH:22][C:17]4=[N:16][CH:15]=3)=[CH:10][CH:9]=2)[N:4]=1.OCC1NN=C(C2C=CC(C3N=C4N(CCC5CCOCC5)C(=O)NC4=NC=3)=CC=2)[N:35]=1. The catalyst is S(Cl)(Cl)=O. The product is [NH2:35][CH2:2][C:3]1[NH:7][N:6]=[C:5]([C:8]2[CH:13]=[CH:12][C:11]([C:14]3[N:19]=[C:18]4[N:20]([CH2:24][CH2:25][CH:26]5[CH2:31][CH2:30][O:29][CH2:28][CH2:27]5)[C:21](=[O:23])[NH:22][C:17]4=[N:16][CH:15]=3)=[CH:10][CH:9]=2)[N:4]=1. The yield is 0.810. (2) The reactants are [B:1]([O:10][CH:11]([CH3:13])[CH3:12])([O:6][CH:7]([CH3:9])[CH3:8])OC(C)C.[Br:14][CH2:15]Br.C([Li])CCC.CS(O)(=O)=O.OC(C(O)(C)C)(C)C. The catalyst is O1CCCC1. The product is [Br:14][CH2:15][B:1]1[O:6][C:7]([CH3:8])([CH3:9])[C:11]([CH3:12])([CH3:13])[O:10]1. The yield is 0.680. (3) The reactants are [CH:1]12[O:8][CH:5]([CH2:6][CH2:7]1)[CH2:4][N:3]([C:9]1[C:10]3[CH2:18][O:17][C:16](=[O:19])[C:11]=3[N:12]=[C:13]([Cl:15])[N:14]=1)[CH2:2]2.[CH2:20]([Mg]Br)[CH3:21].CCOC(C)=O. The catalyst is C1COCC1.CC(C)[O-].CC(C)[O-].CC(C)[O-].[Cl-].[Ti+4]. The product is [CH:1]12[O:8][CH:5]([CH2:6][CH2:7]1)[CH2:4][N:3]([C:9]1[N:14]=[C:13]([Cl:15])[N:12]=[C:11]([C:16]3([OH:19])[CH2:21][CH2:20]3)[C:10]=1[CH2:18][OH:17])[CH2:2]2. The yield is 0.240. (4) The reactants are [OH:1][C:2]1[N:6]([C:7]2[CH:12]=[C:11]([C:13]#[N:14])[CH:10]=[CH:9][N:8]=2)[N:5]=[CH:4][CH:3]=1.[Cl:15][C:16]1[CH:21]=[CH:20][C:19]([CH2:22]O)=[C:18]([O:24][CH2:25][C:26]([F:29])([F:28])[F:27])[CH:17]=1. No catalyst specified. The product is [Cl:15][C:16]1[CH:21]=[CH:20][C:19]([CH2:22][O:1][C:2]2[N:6]([C:7]3[CH:12]=[C:11]([C:13]#[N:14])[CH:10]=[CH:9][N:8]=3)[N:5]=[CH:4][CH:3]=2)=[C:18]([O:24][CH2:25][C:26]([F:27])([F:28])[F:29])[CH:17]=1. The yield is 0.810. (5) The reactants are [S:1]1[CH:5]=[CH:4][CH:3]=[CH:2]1.C(=O)=O.[Li+].CCC[CH2-].[CH3:14][Sn:15](Cl)([CH3:17])[CH3:16]. The product is [CH3:14][Sn:15]([CH3:17])([CH3:16])[C:2]1[S:1][C:5]([Sn:15]([CH3:17])([CH3:16])[CH3:14])=[CH:4][CH:3]=1. The yield is 0.540. The catalyst is O1CCCC1.CO.CC(C)=O. (6) The reactants are Cl.[O:2]1[C:6]2[CH:7]=[CH:8][CH:9]=[CH:10][C:5]=2[CH:4]=[C:3]1[CH:11]1[CH2:14][NH:13][CH2:12]1.Cl.[CH3:16][N:17]1[CH2:22][CH2:21][C:20]2([CH2:31][C:30]3[C:25](=[N:26][CH:27]=[C:28](/[CH:32]=[CH:33]/[C:34](O)=[O:35])[CH:29]=3)[NH:24][C:23]2=[O:37])[CH2:19][CH2:18]1.CCN=C=NCCCN(C)C.Cl.C1C=NC2N(O)N=NC=2C=1.CCN(C(C)C)C(C)C. The catalyst is CN(C=O)C. The product is [O:2]1[C:6]2[CH:7]=[CH:8][CH:9]=[CH:10][C:5]=2[CH:4]=[C:3]1[CH:11]1[CH2:12][N:13]([C:34](=[O:35])[CH:33]=[CH:32][C:28]2[CH:29]=[C:30]3[C:25](=[N:26][CH:27]=2)[NH:24][C:23](=[O:37])[C:20]2([CH2:21][CH2:22][N:17]([CH3:16])[CH2:18][CH2:19]2)[CH2:31]3)[CH2:14]1. The yield is 0.0960. (7) The reactants are [CH3:1][C:2]([CH3:30])([CH3:29])[CH2:3][CH2:4][N:5]1[C:10](=[O:11])[C:9]([C:12]2[NH:17][C:16]3[CH:18]=[CH:19][C:20](I)=[CH:21][C:15]=3[S:14](=[O:24])(=[O:23])[N:13]=2)=[C:8]([OH:25])[C:7]2=[CH:26][CH:27]=[CH:28][N:6]12.[O-]P(OP(OP([O-])([O-])=O)([O-])=O)(=O)[O-].[K+].[K+].[K+].[K+].[K+].N(CC(O)=O)C.[CH3:55][NH:56][S:57]([CH3:60])(=[O:59])=[O:58]. The catalyst is C(OCC)(=O)C.[Cu].[Cu]I.CN(C)C=O. The product is [CH3:1][C:2]([CH3:30])([CH3:29])[CH2:3][CH2:4][N:5]1[C:10](=[O:11])[C:9]([C:12]2[NH:17][C:16]3[CH:18]=[CH:19][C:20]([N:56]([CH3:55])[S:57]([CH3:60])(=[O:59])=[O:58])=[CH:21][C:15]=3[S:14](=[O:24])(=[O:23])[N:13]=2)=[C:8]([OH:25])[C:7]2=[CH:26][CH:27]=[CH:28][N:6]12. The yield is 0.330. (8) The reactants are [Cl:1][C:2]1[N:3]=[N:4][C:5]([Cl:17])=[CH:6][C:7]=1[N:8]1[CH2:13][CH2:12][N:11]([CH2:14][CH2:15][OH:16])[CH2:10][CH2:9]1.C(O[C:21](=O)[C:22]1[CH:27]=[CH:26][C:25](O)=[CH:24][CH:23]=1)C.C1(P(C2C=CC=CC=2)C2C=CC=CC=2)C=CC=CC=1.N([C:51]([O:53][CH2:54]C)=[O:52])=N[C:51]([O:53][CH2:54]C)=[O:52]. The catalyst is O1CCCC1. The product is [CH3:54][O:53][C:51](=[O:52])[CH2:21][C:22]1[CH:23]=[CH:24][C:25]([O:16][CH2:15][CH2:14][N:11]2[CH2:10][CH2:9][N:8]([C:7]3[CH:6]=[C:5]([Cl:17])[N:4]=[N:3][C:2]=3[Cl:1])[CH2:13][CH2:12]2)=[CH:26][CH:27]=1. The yield is 0.329. (9) The reactants are [C:1]12([CH2:11][O:12][C:13]3[C:21]([Cl:22])=[CH:20][C:16]([C:17]([OH:19])=[O:18])=[CH:15][N:14]=3)[CH2:10][CH:5]3[CH2:6][CH:7]([CH2:9][CH:3]([CH2:4]3)[CH2:2]1)[CH2:8]2.[CH3:23]N(C)CCCN=C=NCC.C(N(CC)CC)C.CO. The catalyst is C(Cl)Cl. The product is [C:1]12([CH2:11][O:12][C:13]3[C:21]([Cl:22])=[CH:20][C:16]([C:17]([O:19][CH3:23])=[O:18])=[CH:15][N:14]=3)[CH2:8][CH:7]3[CH2:6][CH:5]([CH2:4][CH:3]([CH2:9]3)[CH2:2]1)[CH2:10]2. The yield is 0.430. (10) The reactants are [Br:1][C:2]1[N:7]=[C:6](Br)[C:5]([Cl:9])=[CH:4][N:3]=1.[C:10]([C:14]1[NH:18][N:17]=[C:16]([NH2:19])[CH:15]=1)([CH3:13])([CH3:12])[CH3:11].O.CC(=O)OCC. The catalyst is CCO. The product is [Br:1][C:2]1[N:7]=[C:6]([NH:19][C:16]2[CH:15]=[C:14]([C:10]([CH3:13])([CH3:12])[CH3:11])[NH:18][N:17]=2)[C:5]([Cl:9])=[CH:4][N:3]=1. The yield is 0.850.